Predict the reactants needed to synthesize the given product. From a dataset of Full USPTO retrosynthesis dataset with 1.9M reactions from patents (1976-2016). (1) Given the product [CH3:9][O:8][C:6]1[N:7]=[C:2]([C:28]2[CH:29]=[C:24]([CH:25]=[CH:26][CH:27]=2)[C:21]([OH:23])=[O:22])[CH:3]=[C:4]([NH:10][CH2:11][CH2:12][C:13]2[CH:18]=[CH:17][C:16]([O:19][CH3:20])=[CH:15][CH:14]=2)[N:5]=1, predict the reactants needed to synthesize it. The reactants are: Cl[C:2]1[N:7]=[C:6]([O:8][CH3:9])[N:5]=[C:4]([NH:10][CH2:11][CH2:12][C:13]2[CH:18]=[CH:17][C:16]([O:19][CH3:20])=[CH:15][CH:14]=2)[CH:3]=1.[C:21]([C:24]1[CH:25]=[C:26](B(O)O)[CH:27]=[CH:28][CH:29]=1)([OH:23])=[O:22].C([O-])([O-])=O.[Cs+].[Cs+]. (2) Given the product [F:55][CH:53]([F:54])[O:52][C:49]1[CH:50]=[CH:51][C:46]([NH:45][C:42]2[N:41]([CH3:56])[C:40]([CH2:39][CH2:38][C:34]3[CH:33]=[C:32]4[C:37](=[CH:36][CH:35]=3)[N:29]([CH:22]3[CH2:21][CH2:20][CH2:19][CH2:18][O:27]3)[N:30]=[CH:31]4)=[N:44][N:43]=2)=[CH:47][CH:48]=1, predict the reactants needed to synthesize it. The reactants are: ClC1C=C(NC2N(C)C(COC3[CH:18]=[C:19]4C(=CC=3)N[C:22](=[O:27])[CH:21]=[CH:20]4)=NN=2)C=CC=1Cl.[NH:29]1[C:37]2[C:32](=[CH:33][C:34]([CH2:38][CH2:39][C:40]3[N:41]([CH3:56])[C:42]([NH:45][C:46]4[CH:51]=[CH:50][C:49]([O:52][CH:53]([F:55])[F:54])=[CH:48][CH:47]=4)=[N:43][N:44]=3)=[CH:35][CH:36]=2)[CH:31]=[N:30]1.